The task is: Regression. Given two drug SMILES strings and cell line genomic features, predict the synergy score measuring deviation from expected non-interaction effect.. This data is from NCI-60 drug combinations with 297,098 pairs across 59 cell lines. (1) Drug 2: CC12CCC3C(C1CCC2O)C(CC4=C3C=CC(=C4)O)CCCCCCCCCS(=O)CCCC(C(F)(F)F)(F)F. Synergy scores: CSS=1.54, Synergy_ZIP=-5.91, Synergy_Bliss=-11.2, Synergy_Loewe=-17.1, Synergy_HSA=-12.9. Drug 1: CC1C(C(CC(O1)OC2CC(CC3=C2C(=C4C(=C3O)C(=O)C5=C(C4=O)C(=CC=C5)OC)O)(C(=O)C)O)N)O.Cl. Cell line: OVCAR3. (2) Drug 1: CN1C2=C(C=C(C=C2)N(CCCl)CCCl)N=C1CCCC(=O)O.Cl. Drug 2: CC1CCCC2(C(O2)CC(NC(=O)CC(C(C(=O)C(C1O)C)(C)C)O)C(=CC3=CSC(=N3)C)C)C. Cell line: IGROV1. Synergy scores: CSS=15.4, Synergy_ZIP=-1.44, Synergy_Bliss=-5.13, Synergy_Loewe=-25.5, Synergy_HSA=-7.26. (3) Cell line: HS 578T. Drug 2: CC(C1=C(C=CC(=C1Cl)F)Cl)OC2=C(N=CC(=C2)C3=CN(N=C3)C4CCNCC4)N. Synergy scores: CSS=1.63, Synergy_ZIP=5.55, Synergy_Bliss=7.84, Synergy_Loewe=1.30, Synergy_HSA=2.22. Drug 1: C1CC(=O)NC(=O)C1N2CC3=C(C2=O)C=CC=C3N. (4) Drug 1: CC1OCC2C(O1)C(C(C(O2)OC3C4COC(=O)C4C(C5=CC6=C(C=C35)OCO6)C7=CC(=C(C(=C7)OC)O)OC)O)O. Drug 2: C(CN)CNCCSP(=O)(O)O. Cell line: MCF7. Synergy scores: CSS=38.7, Synergy_ZIP=2.70, Synergy_Bliss=4.30, Synergy_Loewe=-42.6, Synergy_HSA=1.69. (5) Drug 1: C1CN1P(=S)(N2CC2)N3CC3. Drug 2: C1=NC2=C(N=C(N=C2N1C3C(C(C(O3)CO)O)F)Cl)N. Cell line: RPMI-8226. Synergy scores: CSS=19.5, Synergy_ZIP=-4.55, Synergy_Bliss=-0.522, Synergy_Loewe=-1.67, Synergy_HSA=-2.31. (6) Drug 1: C1=CC(=CC=C1CC(C(=O)O)N)N(CCCl)CCCl.Cl. Drug 2: CC1=C2C(C(=O)C3(C(CC4C(C3C(C(C2(C)C)(CC1OC(=O)C(C(C5=CC=CC=C5)NC(=O)OC(C)(C)C)O)O)OC(=O)C6=CC=CC=C6)(CO4)OC(=O)C)O)C)O. Cell line: HS 578T. Synergy scores: CSS=32.2, Synergy_ZIP=-4.56, Synergy_Bliss=-6.22, Synergy_Loewe=-26.3, Synergy_HSA=-7.01.